Dataset: NCI-60 drug combinations with 297,098 pairs across 59 cell lines. Task: Regression. Given two drug SMILES strings and cell line genomic features, predict the synergy score measuring deviation from expected non-interaction effect. Drug 1: CC12CCC(CC1=CCC3C2CCC4(C3CC=C4C5=CN=CC=C5)C)O. Drug 2: CC1=CC=C(C=C1)C2=CC(=NN2C3=CC=C(C=C3)S(=O)(=O)N)C(F)(F)F. Cell line: HT29. Synergy scores: CSS=15.1, Synergy_ZIP=-1.48, Synergy_Bliss=5.27, Synergy_Loewe=1.61, Synergy_HSA=3.54.